Dataset: Catalyst prediction with 721,799 reactions and 888 catalyst types from USPTO. Task: Predict which catalyst facilitates the given reaction. (1) Reactant: [CH3:1][C:2]([O:5][C:6]([NH:8][C@@H:9]([C:11]([OH:13])=O)[CH3:10])=[O:7])([CH3:4])[CH3:3].CCN(C(C)C)C(C)C.CN(C(ON1N=NC2C=CC=NC1=2)=[N+](C)C)C.F[P-](F)(F)(F)(F)F.[CH3:47][C:48]1([CH3:65])[C:52]2[C:53]([O:57][C:58]3[N:63]=[CH:62][C:61]([NH2:64])=[CH:60][CH:59]=3)=[CH:54][CH:55]=[CH:56][C:51]=2[O:50][CH2:49]1. Product: [CH3:47][C:48]1([CH3:65])[C:52]2[C:53]([O:57][C:58]3[N:63]=[CH:62][C:61]([NH:64][C:11](=[O:13])[C@H:9]([NH:8][C:6](=[O:7])[O:5][C:2]([CH3:1])([CH3:3])[CH3:4])[CH3:10])=[CH:60][CH:59]=3)=[CH:54][CH:55]=[CH:56][C:51]=2[O:50][CH2:49]1. The catalyst class is: 9. (2) Reactant: [Cl:1][C:2]1[N:11]=[C:10](Cl)[C:9]2[C:4](=[CH:5][CH:6]=[CH:7][CH:8]=2)[N:3]=1.[NH:13]1[CH2:18][CH2:17][O:16][CH2:15][CH2:14]1. Product: [Cl:1][C:2]1[N:11]=[C:10]([N:13]2[CH2:18][CH2:17][O:16][CH2:15][CH2:14]2)[C:9]2[C:4](=[CH:5][CH:6]=[CH:7][CH:8]=2)[N:3]=1. The catalyst class is: 27. (3) Reactant: [CH2:1]([O:3][C:4](=[O:25])[C:5]([NH:21][C:22](=[O:24])[CH3:23])([CH2:11][C:12]1[C:16]2[CH:17]=[N:18][CH:19]=[CH:20][C:15]=2[NH:14][CH:13]=1)C(OCC)=O)[CH3:2].[OH-].[K+]. Product: [CH2:1]([O:3][C:4](=[O:25])[CH:5]([NH:21][C:22](=[O:24])[CH3:23])[CH2:11][C:12]1[C:16]2[CH:17]=[N:18][CH:19]=[CH:20][C:15]=2[NH:14][CH:13]=1)[CH3:2]. The catalyst class is: 8. (4) Reactant: [CH2:1]([S:3][C:4]1[C:5]2[N:6]([CH:13]=[C:14]([C:16]3[N:17]=[N:18][N:19]([CH3:21])[N:20]=3)[CH:15]=2)[N:7]=[CH:8][C:9]=1[C:10]([NH2:12])=[O:11])[CH3:2].[OH:22]OS([O-])=O.[K+]. Product: [CH2:1]([S:3]([C:4]1[C:5]2[N:6]([CH:13]=[C:14]([C:16]3[N:17]=[N:18][N:19]([CH3:21])[N:20]=3)[CH:15]=2)[N:7]=[CH:8][C:9]=1[C:10]([NH2:12])=[O:11])=[O:22])[CH3:2]. The catalyst class is: 95. (5) Product: [N:12]([C:3]1[C:2]([Br:1])=[CH:7][N:6]=[C:5]2[NH:8][CH:9]=[CH:10][C:4]=12)=[N+:13]=[N-:14]. Reactant: [Br:1][C:2]1[C:3](Cl)=[C:4]2[CH:10]=[CH:9][NH:8][C:5]2=[N:6][CH:7]=1.[N-:12]=[N+:13]=[N-:14].[Na+].[Cl-].[NH4+]. The catalyst class is: 35.